From a dataset of Catalyst prediction with 721,799 reactions and 888 catalyst types from USPTO. Predict which catalyst facilitates the given reaction. (1) Reactant: Cl[C:2]1[N:7]=[C:6](Cl)[N:5]=[C:4]([Cl:9])[N:3]=1.Cl.[F:11][C:12]1[CH:13]=[N:14][C:15]([C@@H:18]([NH2:20])[CH3:19])=[N:16][CH:17]=1.CCN(C(C)C)C(C)C.[NH:30]1[CH2:35][CH2:34][O:33][CH2:32][CH2:31]1. The catalyst class is: 8. Product: [Cl:9][C:4]1[N:3]=[C:2]([N:30]2[CH2:35][CH2:34][O:33][CH2:32][CH2:31]2)[N:7]=[C:6]([NH:20][C@H:18]([C:15]2[N:16]=[CH:17][C:12]([F:11])=[CH:13][N:14]=2)[CH3:19])[N:5]=1. (2) Reactant: I[C:2]1[CH:7]=[C:6]([CH3:8])[C:5]([C:9]2[N:10]=[C:11]([NH:14][C:15](=[O:22])[C:16]3[CH:21]=[CH:20][N:19]=[CH:18][CH:17]=3)[S:12][CH:13]=2)=[C:4]([CH3:23])[CH:3]=1.[CH3:24][N:25]([CH3:36])[CH2:26][CH2:27][O:28][C:29]1[N:30]=[CH:31][C:32]([SH:35])=[N:33][CH:34]=1.C(=O)([O-])[O-].[K+].[K+]. Product: [CH3:24][N:25]([CH3:36])[CH2:26][CH2:27][O:28][C:29]1[N:30]=[CH:31][C:32]([S:35][C:2]2[CH:7]=[C:6]([CH3:8])[C:5]([C:9]3[N:10]=[C:11]([NH:14][C:15](=[O:22])[C:16]4[CH:21]=[CH:20][N:19]=[CH:18][CH:17]=4)[S:12][CH:13]=3)=[C:4]([CH3:23])[CH:3]=2)=[N:33][CH:34]=1. The catalyst class is: 870. (3) Reactant: [CH2:1]([O:3][C:4]([C:6]1[C:10]([CH2:11][CH2:12][C:13]2[CH:18]=[CH:17][C:16]([Br:19])=[CH:15][CH:14]=2)=[C:9]([CH3:20])[S:8][C:7]=1[NH2:21])=[O:5])[CH3:2].[C:22]1(=O)[O:27][C:25](=[O:26])[C:24]2=[CH:28][CH:29]=[CH:30][CH:31]=[C:23]12. Product: [CH2:1]([O:3][C:4]([C:6]1[C:10]([CH2:11][CH2:12][C:13]2[CH:14]=[CH:15][C:16]([Br:19])=[CH:17][CH:18]=2)=[C:9]([CH3:20])[S:8][C:7]=1[N:21]1[C:25](=[O:26])[C:24]2[C:23](=[CH:31][CH:30]=[CH:29][CH:28]=2)[C:22]1=[O:27])=[O:5])[CH3:2]. The catalyst class is: 15. (4) Reactant: [CH3:1][C:2]([CH3:39])([C@H:4]([N:7]([C:20](=[O:38])[C:21]1[CH:26]=[CH:25][C:24]([CH:27]=O)=[C:23]([B:29]2[O:33]C(C)(C)C(C)(C)[O:30]2)[CH:22]=1)[NH:8][C:9](=[O:19])[C:10]1[CH:15]=[CH:14][CH:13]=[C:12]([O:16][CH3:17])[C:11]=1[CH3:18])[CH2:5][CH3:6])[CH3:3].Cl.[NH2:41]O. Product: [CH3:1][C:2]([CH3:39])([C@H:4]([N:7]([C:20]([C:21]1[CH:26]=[CH:25][C:24]2[CH:27]=[N:41][O:30][B:29]([OH:33])[C:23]=2[CH:22]=1)=[O:38])[NH:8][C:9](=[O:19])[C:10]1[CH:15]=[CH:14][CH:13]=[C:12]([O:16][CH3:17])[C:11]=1[CH3:18])[CH2:5][CH3:6])[CH3:3]. The catalyst class is: 14. (5) Reactant: [CH3:1][CH:2]1[CH2:6][C:5](=[O:7])[NH:4][C@@H:3]1[C:8]([O:10][C:11]([CH3:14])([CH3:13])[CH3:12])=[O:9].[CH3:15]I.[H-].[Na+]. Product: [CH3:15][N:4]1[C:5](=[O:7])[CH2:6][CH:2]([CH3:1])[C@H:3]1[C:8]([O:10][C:11]([CH3:13])([CH3:12])[CH3:14])=[O:9]. The catalyst class is: 7. (6) Reactant: [Cl:1][C:2]1[CH:52]=[CH:51][C:5]([CH2:6][N:7]2[C:12](=[N:13][C:14]3[CH:19]=[CH:18][C:17]([O:20][CH:21]([CH3:23])[CH3:22])=[C:16]([Cl:24])[CH:15]=3)[NH:11][C:10](=[O:25])[N:9]([CH2:26][C:27]3([CH2:31][O:32][Si](C(C)(C)C)(C4C=CC=CC=4)C4C=CC=CC=4)[CH2:30][O:29][CH2:28]3)[C:8]2=[O:50])=[CH:4][CH:3]=1.[F-].C([N+](CCCC)(CCCC)CCCC)CCC.[Cl-].[NH4+]. Product: [Cl:1][C:2]1[CH:3]=[CH:4][C:5]([CH2:6][N:7]2[C:12](=[N:13][C:14]3[CH:19]=[CH:18][C:17]([O:20][CH:21]([CH3:23])[CH3:22])=[C:16]([Cl:24])[CH:15]=3)[NH:11][C:10](=[O:25])[N:9]([CH2:26][C:27]3([CH2:31][OH:32])[CH2:30][O:29][CH2:28]3)[C:8]2=[O:50])=[CH:51][CH:52]=1. The catalyst class is: 1. (7) Reactant: [Cl:1][C:2]1[CH:3]=[CH:4][C:5]2[O:9][C:8]([C:10](N(OC)C)=[O:11])=[C:7]([CH3:16])[C:6]=2[CH:17]=1.[H-].[Al+3].[Li+].[H-].[H-].[H-].O. Product: [Cl:1][C:2]1[CH:3]=[CH:4][C:5]2[O:9][C:8]([CH:10]=[O:11])=[C:7]([CH3:16])[C:6]=2[CH:17]=1. The catalyst class is: 7.